From a dataset of Reaction yield outcomes from USPTO patents with 853,638 reactions. Predict the reaction yield, written as a fraction of the theoretical maximum amount of product (1.0 means a 100% yield; for example, 0.34 means a 34% yield). (1) The reactants are [I:1][C:2]1[CH:3]=[C:4]2[C:8](=[CH:9][CH:10]=1)[NH:7][C:6](=[O:11])[C:5]2=O.[CH3:13][S:14][C:15]1[CH:24]=[CH:23][C:18]([C:19]([NH:21][NH2:22])=[O:20])=[CH:17][CH:16]=1. The catalyst is C(O)(=O)C. The product is [I:1][C:2]1[CH:3]=[C:4]2[C:8](=[CH:9][CH:10]=1)[NH:7][C:6](=[O:11])[C:5]2=[N:22][NH:21][C:19](=[O:20])[C:18]1[CH:17]=[CH:16][C:15]([S:14][CH3:13])=[CH:24][CH:23]=1. The yield is 0.940. (2) The reactants are [H-].[Na+].[CH3:3][C:4]1[CH:5]=[C:6]([OH:10])[CH:7]=[CH:8][CH:9]=1.CS(O[CH:16]1[CH2:21][CH2:20][N:19]([C:22]([O:24][C:25]([CH3:28])([CH3:27])[CH3:26])=[O:23])[CH2:18][CH2:17]1)(=O)=O.O. The catalyst is CN(C)C=O. The product is [CH3:3][C:4]1[CH:5]=[C:6]([CH:7]=[CH:8][CH:9]=1)[O:10][CH:16]1[CH2:21][CH2:20][N:19]([C:22]([O:24][C:25]([CH3:28])([CH3:27])[CH3:26])=[O:23])[CH2:18][CH2:17]1. The yield is 0.180. (3) The catalyst is CN(C=O)C. The product is [N:1]1([CH2:14][N:15]2[CH2:19][CH:18]([CH2:20][CH2:21][CH3:22])[CH2:17][C:16]2=[O:23])[C:10]2[C:5](=[CH:6][CH:7]=[CH:8][CH:9]=2)[CH2:4][CH2:3][CH2:2]1. The reactants are [NH:1]1[C:10]2[C:5](=[CH:6][CH:7]=[CH:8][CH:9]=2)[CH2:4][CH2:3][CH2:2]1.[H-].[Na+].Cl[CH2:14][N:15]1[CH2:19][CH:18]([CH2:20][CH2:21][CH3:22])[CH2:17][C:16]1=[O:23].O. The yield is 0.280. (4) The reactants are [NH2:1][C:2]1[C:3](=[O:20])[NH:4][C:5](=[S:19])[N:6]([C:9]2[CH:10]=[N:11][C:12]3[C:17]([CH:18]=2)=[CH:16][CH:15]=[CH:14][CH:13]=3)[C:7]=1[NH2:8].[CH:21](O)=O. No catalyst specified. The product is [N:11]1[C:12]2[C:17](=[CH:16][CH:15]=[CH:14][CH:13]=2)[CH:18]=[C:9]([N:6]2[C:7]3[N:8]=[CH:21][NH:1][C:2]=3[C:3](=[O:20])[NH:4][C:5]2=[S:19])[CH:10]=1. The yield is 0.0700. (5) The catalyst is C(O)C. The yield is 0.830. The reactants are [CH2:1]1[C@H:5]2[CH2:6][CH2:7][CH2:8][C@H:4]2[CH2:3][NH:2]1.[ClH:9]. The product is [ClH:9].[CH2:1]1[C@H:5]2[CH2:6][CH2:7][CH2:8][C@H:4]2[CH2:3][NH:2]1. (6) The reactants are [F:1][C:2]1[N:3]=[CH:4][C:5]2[C:10]([CH:11]=1)=[CH:9][C:8]([C:12]([NH:14][NH:15][C:16]([NH2:18])=[S:17])=O)=[CH:7][CH:6]=2.[OH-].[NH4+]. The catalyst is S(=O)(=O)(O)O. The product is [F:1][C:2]1[N:3]=[CH:4][C:5]2[C:10]([CH:11]=1)=[CH:9][C:8]([C:12]1[S:17][C:16]([NH2:18])=[N:15][N:14]=1)=[CH:7][CH:6]=2. The yield is 0.920. (7) The reactants are [Cl-].O[NH3+:3].[C:4](=[O:7])([O-])[OH:5].[Na+].CS(C)=O.[N:13]1([CH:19]2[CH2:24][CH2:23][CH:22]([N:25]3[C:30](=[O:31])[C:29]([CH2:32][C:33]4[CH:38]=[CH:37][C:36]([C:39]5[C:40]([C:45]#[N:46])=[CH:41][CH:42]=[CH:43][CH:44]=5)=[CH:35][CH:34]=4)=[C:28]([CH2:47][CH2:48][CH3:49])[N:27]4[N:50]=[CH:51][N:52]=[C:26]34)[CH2:21][CH2:20]2)[CH2:18][CH2:17][O:16][CH2:15][CH2:14]1. The catalyst is C(OCC)(=O)C. The product is [N:13]1([CH:19]2[CH2:24][CH2:23][CH:22]([N:25]3[C:30](=[O:31])[C:29]([CH2:32][C:33]4[CH:38]=[CH:37][C:36]([C:39]5[CH:44]=[CH:43][CH:42]=[CH:41][C:40]=5[C:45]5[NH:3][C:4](=[O:7])[O:5][N:46]=5)=[CH:35][CH:34]=4)=[C:28]([CH2:47][CH2:48][CH3:49])[N:27]4[N:50]=[CH:51][N:52]=[C:26]34)[CH2:21][CH2:20]2)[CH2:18][CH2:17][O:16][CH2:15][CH2:14]1. The yield is 0.200. (8) The reactants are Cl.[CH2:2]([O:9][C:10]1[C:11]([C:24](O)=[O:25])=[N:12][CH:13]=[C:14]([O:16][CH2:17][C:18]2[CH:23]=[CH:22][CH:21]=[CH:20][CH:19]=2)[CH:15]=1)[C:3]1[CH:8]=[CH:7][CH:6]=[CH:5][CH:4]=1.C(N(C(C)C)CC)(C)C.CN(C)CCCN=C=NCC.ON1C2C=CC=CC=2N=N1.Cl.[CH3:58][O:59][C:60](=[O:63])[CH2:61][NH2:62]. The catalyst is CN(C=O)C. The product is [CH3:58][O:59][C:60](=[O:63])[CH2:61][NH:62][C:24]([C:11]1[C:10]([O:9][CH2:2][C:3]2[CH:8]=[CH:7][CH:6]=[CH:5][CH:4]=2)=[CH:15][C:14]([O:16][CH2:17][C:18]2[CH:23]=[CH:22][CH:21]=[CH:20][CH:19]=2)=[CH:13][N:12]=1)=[O:25]. The yield is 0.400. (9) The reactants are [F:1][C:2]([F:20])([O:7][C:8]1[CH:13]=[CH:12][C:11]([N:14]2[CH:18]=[N:17][C:16](O)=[N:15]2)=[CH:10][CH:9]=1)[C:3]([F:6])([F:5])[F:4].P(Br)(Br)([Br:23])=O. No catalyst specified. The product is [Br:23][C:16]1[N:17]=[CH:18][N:14]([C:11]2[CH:12]=[CH:13][C:8]([O:7][C:2]([F:20])([F:1])[C:3]([F:6])([F:5])[F:4])=[CH:9][CH:10]=2)[N:15]=1. The yield is 0.120. (10) The reactants are [CH3:16][C:11]1([CH3:17])[C:12]([CH3:15])([CH3:14])[O:13][B:9]([B:9]2[O:13][C:12]([CH3:15])([CH3:14])[C:11]([CH3:17])([CH3:16])[O:10]2)[O:10]1.C([O-])(=O)C.[K+].Br[C:25]1[CH:30]=[CH:29][C:28]([CH2:31][C:32]([O:34][CH3:35])=[O:33])=[CH:27][CH:26]=1. The catalyst is O1CCOCC1.[Cl-].[Na+].O.C1C=CC(P(C2C=CC=CC=2)[C-]2C=CC=C2)=CC=1.C1C=CC(P(C2C=CC=CC=2)[C-]2C=CC=C2)=CC=1.Cl[Pd]Cl.[Fe+2]. The product is [CH3:15][C:12]1([CH3:14])[C:11]([CH3:16])([CH3:17])[O:10][B:9]([C:25]2[CH:30]=[CH:29][C:28]([CH2:31][C:32]([O:34][CH3:35])=[O:33])=[CH:27][CH:26]=2)[O:13]1. The yield is 0.700.